This data is from Forward reaction prediction with 1.9M reactions from USPTO patents (1976-2016). The task is: Predict the product of the given reaction. (1) Given the reactants Cl[C:2](Cl)([O:4]C(=O)OC(Cl)(Cl)Cl)Cl.[NH2:13][C:14]1[CH:19]=[C:18]([CH2:20][C:21]([O:23][CH2:24][CH3:25])=[O:22])[CH:17]=[CH:16][C:15]=1[C:26]1[CH:31]=[CH:30][CH:29]=[CH:28][CH:27]=1.C(N(CC)CC)C, predict the reaction product. The product is: [N:13]([C:14]1[CH:19]=[C:18]([CH2:20][C:21]([O:23][CH2:24][CH3:25])=[O:22])[CH:17]=[CH:16][C:15]=1[C:26]1[CH:27]=[CH:28][CH:29]=[CH:30][CH:31]=1)=[C:2]=[O:4]. (2) Given the reactants [O:1]=[C:2]1[CH2:6][CH2:5][CH2:4][N:3]1[C:7]1[CH:15]=[CH:14][C:10]([C:11](O)=[O:12])=[CH:9][CH:8]=1.C(Cl)(=O)C([Cl:19])=O, predict the reaction product. The product is: [O:1]=[C:2]1[CH2:6][CH2:5][CH2:4][N:3]1[C:7]1[CH:15]=[CH:14][C:10]([C:11]([Cl:19])=[O:12])=[CH:9][CH:8]=1. (3) Given the reactants C(=O)([O-])[O-].[Cs+].[Cs+].[OH:7][C:8]1[CH:9]=[C:10]([NH:14][C:15](=[O:31])[C:16]2[CH:21]=[CH:20][CH:19]=[C:18]([O:22][CH2:23][CH2:24][N:25]3[CH2:30][CH2:29][O:28][CH2:27][CH2:26]3)[CH:17]=2)[CH:11]=[CH:12][CH:13]=1.[CH2:32]([O:34][C:35]([C:37]1[C:38]2[S:46][CH:45]=[C:44]([CH2:47]Br)[C:39]=2[C:40]([Cl:43])=[N:41][CH:42]=1)=[O:36])[CH3:33], predict the reaction product. The product is: [CH2:32]([O:34][C:35]([C:37]1[C:38]2[S:46][CH:45]=[C:44]([CH2:47][O:7][C:8]3[CH:13]=[CH:12][CH:11]=[C:10]([NH:14][C:15](=[O:31])[C:16]4[CH:21]=[CH:20][CH:19]=[C:18]([O:22][CH2:23][CH2:24][N:25]5[CH2:26][CH2:27][O:28][CH2:29][CH2:30]5)[CH:17]=4)[CH:9]=3)[C:39]=2[C:40]([Cl:43])=[N:41][CH:42]=1)=[O:36])[CH3:33].